From a dataset of Reaction yield outcomes from USPTO patents with 853,638 reactions. Predict the reaction yield, written as a fraction of the theoretical maximum amount of product (1.0 means a 100% yield; for example, 0.34 means a 34% yield). (1) The reactants are Cl[C:2]1[CH:3]=[C:4]([C:15]([NH:17][CH2:18][C:19]2[C:20](=[O:27])[NH:21][C:22]([CH3:26])=[CH:23][C:24]=2[CH3:25])=[O:16])[C:5]2[C:10]([CH3:11])=[N:9][N:8]([CH:12]([CH3:14])[CH3:13])[C:6]=2[N:7]=1.[CH3:28][N:29]([CH3:48])[S:30]([C:33]1[CH:38]=[CH:37][C:36](B2OC(C)(C)C(C)(C)O2)=[CH:35][CH:34]=1)(=[O:32])=[O:31].C(=O)(O)[O-].[Na+].O. The catalyst is COCCOC.O. The product is [CH3:28][N:29]([CH3:48])[S:30]([C:33]1[CH:34]=[CH:35][C:36]([C:2]2[CH:3]=[C:4]([C:15]([NH:17][CH2:18][C:19]3[C:20](=[O:27])[NH:21][C:22]([CH3:26])=[CH:23][C:24]=3[CH3:25])=[O:16])[C:5]3[C:10]([CH3:11])=[N:9][N:8]([CH:12]([CH3:14])[CH3:13])[C:6]=3[N:7]=2)=[CH:37][CH:38]=1)(=[O:31])=[O:32]. The yield is 0.780. (2) The reactants are [CH2:1]([O:3][C:4]([C:6]1[CH:7]=[N:8][C:9]2[C:14]([CH:15]=1)=[CH:13][CH:12]=[C:11](Cl)[CH:10]=2)=[O:5])[CH3:2].CC(C)([O-])C.[Na+].C1(P(C2CCCCC2)C2C=CC=CC=2C2C=CC=CC=2)CCCCC1.[C:48](=[NH:61])([C:55]1[CH:60]=[CH:59][CH:58]=[CH:57][CH:56]=1)[C:49]1[CH:54]=[CH:53][CH:52]=[CH:51][CH:50]=1. The catalyst is C(OCC)(=O)C.C1C=CC(/C=C/C(/C=C/C2C=CC=CC=2)=O)=CC=1.C1C=CC(/C=C/C(/C=C/C2C=CC=CC=2)=O)=CC=1.C1C=CC(/C=C/C(/C=C/C2C=CC=CC=2)=O)=CC=1.[Pd].[Pd].C1(C)C=CC=CC=1. The product is [CH2:1]([O:3][C:4]([C:6]1[CH:7]=[N:8][C:9]2[C:14]([CH:15]=1)=[CH:13][CH:12]=[C:11]([N:61]=[C:48]([C:49]1[CH:54]=[CH:53][CH:52]=[CH:51][CH:50]=1)[C:55]1[CH:60]=[CH:59][CH:58]=[CH:57][CH:56]=1)[CH:10]=2)=[O:5])[CH3:2]. The yield is 0.120. (3) The yield is 0.990. No catalyst specified. The product is [CH3:1][C:2]1[N:3]=[C:4]([CH:29]=[O:30])[N:5]([CH2:13][O:14][CH2:15][CH2:16][Si:17]([CH3:19])([CH3:18])[CH3:20])[C:6]=1[C:7]1[CH:12]=[CH:11][CH:10]=[CH:9][CH:8]=1. The reactants are [CH3:1][C:2]1[N:3]=[CH:4][N:5]([CH2:13][O:14][CH2:15][CH2:16][Si:17]([CH3:20])([CH3:19])[CH3:18])[C:6]=1[C:7]1[CH:12]=[CH:11][CH:10]=[CH:9][CH:8]=1.[Li]CCCC.CN([CH:29]=[O:30])C. (4) The reactants are [CH2:1]([O:3][C:4](=[O:37])[CH2:5][C:6]1[N:11](C(OC(C)(C)C)=O)[C:10]2[CH:19]=[CH:20][C:21]([N:23]([S:31]([CH3:34])(=[O:33])=[O:32])C(OC(C)(C)C)=O)=[CH:22][C:9]=2[S:8](=[O:36])(=[O:35])[CH:7]=1)[CH3:2].ClCCl.FC(F)(F)C(O)=O. No catalyst specified. The product is [CH2:1]([O:3][C:4](=[O:37])[CH2:5][C:6]1[NH:11][C:10]2[CH:19]=[CH:20][C:21]([NH:23][S:31]([CH3:34])(=[O:33])=[O:32])=[CH:22][C:9]=2[S:8](=[O:36])(=[O:35])[CH:7]=1)[CH3:2]. The yield is 0.860. (5) The reactants are [Br:1][C:2]1[CH:3]=[C:4]([CH:7]=[CH:8][CH:9]=1)[CH:5]=O.[CH3:10][C:11]([S@@:14]([NH2:16])=[O:15])([CH3:13])[CH3:12].CC1C=CC(S([O-])(=O)=O)=CC=1.C1C=C[NH+]=CC=1. The catalyst is ClCCl.[O-]S([O-])(=O)=O.[Cu+2]. The product is [Br:1][C:2]1[CH:3]=[C:4]([CH:7]=[CH:8][CH:9]=1)/[CH:5]=[N:16]/[S@:14]([C:11]([CH3:13])([CH3:12])[CH3:10])=[O:15]. The yield is 0.520. (6) The reactants are [OH:1][C:2]1[CH:3]=[C:4]([CH2:9][C@H:10]([NH:27]C(OC(C)(C)C)=O)[C:11]([O:13][C@H:14]([CH3:26])[C@H:15]([O:17][C:18]([C:20]2[CH:25]=[CH:24][CH:23]=[CH:22][CH:21]=2)=[O:19])[CH3:16])=[O:12])[CH:5]=[CH:6][C:7]=1[OH:8].[ClH:35]. The catalyst is O1CCOCC1. The product is [ClH:35].[NH2:27][C@@H:10]([CH2:9][C:4]1[CH:5]=[CH:6][C:7]([OH:8])=[C:2]([OH:1])[CH:3]=1)[C:11]([O:13][C@H:14]([CH3:26])[C@H:15]([O:17][C:18]([C:20]1[CH:25]=[CH:24][CH:23]=[CH:22][CH:21]=1)=[O:19])[CH3:16])=[O:12]. The yield is 0.870.